Task: Predict the reaction yield, written as a fraction of the theoretical maximum amount of product (1.0 means a 100% yield; for example, 0.34 means a 34% yield).. Dataset: Reaction yield outcomes from USPTO patents with 853,638 reactions The reactants are [H-].[Na+].[CH3:3][C@H:4]([OH:13])[CH2:5][CH2:6][CH2:7][CH2:8][CH2:9][CH2:10][CH:11]=[CH2:12].[CH2:14](Br)[C:15]1[CH:20]=[CH:19][CH:18]=[CH:17][CH:16]=1.[Cl-].[NH4+]. The catalyst is [I-].C([N+](CCCC)(CCCC)CCCC)CCC.CCCCCC.C(OCC)(=O)C.O1CCCC1. The yield is 1.00. The product is [CH2:14]([O:13][C@H:4]([CH2:5][CH2:6][CH2:7][CH2:8][CH2:9][CH2:10][CH:11]=[CH2:12])[CH3:3])[C:15]1[CH:20]=[CH:19][CH:18]=[CH:17][CH:16]=1.